Dataset: Reaction yield outcomes from USPTO patents with 853,638 reactions. Task: Predict the reaction yield, written as a fraction of the theoretical maximum amount of product (1.0 means a 100% yield; for example, 0.34 means a 34% yield). (1) The reactants are [F:1][C:2]1[CH:13]=[CH:12][C:11]([CH3:14])=[CH:10][C:3]=1[O:4][CH2:5][CH2:6][C:7]([OH:9])=O. The catalyst is O. The product is [F:1][C:2]1[C:3]2[O:4][CH2:5][CH2:6][C:7](=[O:9])[C:10]=2[C:11]([CH3:14])=[CH:12][CH:13]=1. The yield is 0.730. (2) The reactants are CCN(C(C)C)C(C)C.Cl.Cl.[CH3:12][C@H:13]1[C:21]2[C:20]([N:22]3[CH2:27][CH2:26][NH:25][CH2:24][CH2:23]3)=[N:19][CH:18]=[N:17][C:16]=2[CH2:15][CH2:14]1.[C:28]([O:32][C:33]([N:35]([CH:49]([CH3:51])[CH3:50])[CH2:36][C:37]([C:42]1[CH:47]=[CH:46][C:45]([Cl:48])=[CH:44][CH:43]=1)([OH:41])[C:38](O)=[O:39])=[O:34])([CH3:31])([CH3:30])[CH3:29].F[P-](F)(F)(F)(F)F.N1(OC(N(C)C)=[N+](C)C)C2C=CC=CC=2N=N1. The catalyst is C(Cl)Cl.CCOC(C)=O. The product is [Cl:48][C:45]1[CH:44]=[CH:43][C:42]([C:37]([OH:41])([C:38]([N:25]2[CH2:26][CH2:27][N:22]([C:20]3[C:21]4[C@H:13]([CH3:12])[CH2:14][CH2:15][C:16]=4[N:17]=[CH:18][N:19]=3)[CH2:23][CH2:24]2)=[O:39])[CH2:36][N:35]([CH:49]([CH3:50])[CH3:51])[C:33](=[O:34])[O:32][C:28]([CH3:30])([CH3:29])[CH3:31])=[CH:47][CH:46]=1. The yield is 0.700. (3) The reactants are [C:1]1([NH:11][S:12]([C:15]2[CH:16]=[C:17]([CH:21]=[CH:22][C:23]([OH:25])=O)[CH:18]=[CH:19][CH:20]=2)(=[O:14])=[O:13])[C:10]2[C:5](=[CH:6][CH:7]=[CH:8][CH:9]=2)[CH:4]=[CH:3][CH:2]=1.[Cl:26]CCl. The catalyst is CN(C)C=O. The product is [C:1]1([NH:11][S:12]([C:15]2[CH:16]=[C:17]([CH:21]=[CH:22][C:23]([Cl:26])=[O:25])[CH:18]=[CH:19][CH:20]=2)(=[O:14])=[O:13])[C:10]2[C:5](=[CH:6][CH:7]=[CH:8][CH:9]=2)[CH:4]=[CH:3][CH:2]=1. The yield is 0.990. (4) The reactants are C([O:3][C:4](=[O:20])[CH2:5][N:6]([C:8](=[O:19])[CH2:9][N:10]([C:12]([O:14][C:15]([CH3:18])([CH3:17])[CH3:16])=[O:13])[CH3:11])[CH3:7])C.[Li+].[OH-]. The catalyst is O.C1COCC1. The product is [C:15]([O:14][C:12]([N:10]([CH3:11])[CH2:9][C:8]([N:6]([CH2:5][C:4]([OH:20])=[O:3])[CH3:7])=[O:19])=[O:13])([CH3:18])([CH3:17])[CH3:16]. The yield is 0.900. (5) The reactants are [Cl-].O[NH3+:3].[C:4](=[O:7])([O-])[OH:5].[Na+].CS(C)=O.[CH:13]([O:16][C:17]1[CH:22]=[CH:21][C:20]([N:23]2[C:28](=[O:29])[C:27]([CH2:30][C:31]3[CH:36]=[CH:35][C:34]([C:37]4[C:38]([C:43]#[N:44])=[CH:39][CH:40]=[CH:41][CH:42]=4)=[CH:33][CH:32]=3)=[C:26]([CH2:45][CH2:46][CH3:47])[N:25]=[C:24]2[CH3:48])=[CH:19][CH:18]=1)([CH3:15])[CH3:14]. The catalyst is O.C(OCC)(=O)C. The product is [CH:13]([O:16][C:17]1[CH:18]=[CH:19][C:20]([N:23]2[C:28](=[O:29])[C:27]([CH2:30][C:31]3[CH:36]=[CH:35][C:34]([C:37]4[CH:42]=[CH:41][CH:40]=[CH:39][C:38]=4[C:43]4[NH:3][C:4](=[O:7])[O:5][N:44]=4)=[CH:33][CH:32]=3)=[C:26]([CH2:45][CH2:46][CH3:47])[N:25]=[C:24]2[CH3:48])=[CH:21][CH:22]=1)([CH3:15])[CH3:14]. The yield is 0.730. (6) The yield is 1.00. The reactants are [OH:1][CH2:2][CH2:3][CH2:4][CH2:5][NH:6][C:7]([NH:9][CH:10]1[CH2:18][C:17]2[C:12](=[CH:13][CH:14]=[CH:15][CH:16]=2)[CH2:11]1)=[O:8].O=CCCCNC(=O)C1C=CC=CC=1. No catalyst specified. The product is [CH2:11]1[C:12]2[C:17](=[CH:16][CH:15]=[CH:14][CH:13]=2)[CH2:18][CH:10]1[NH:9][C:7]([NH:6][CH2:5][CH2:4][CH2:3][CH:2]=[O:1])=[O:8]. (7) The reactants are [CH3:1][C:2]1[N:7]=[C:6]([C:8]2[NH:12][C:11]([CH2:13][C:14]3[CH:15]=[C:16]([CH:21]=[CH:22][CH:23]=3)[C:17]([O:19]C)=O)=[N:10][C:9]=2[C:24]2[CH:25]=[C:26]3[C:31](=[CH:32][CH:33]=2)[N:30]=[CH:29][CH:28]=[CH:27]3)[CH:5]=[CH:4][CH:3]=1.Cl.[NH2:35][OH:36]. The catalyst is CO. The product is [OH:36][NH:35][C:17](=[O:19])[C:16]1[CH:21]=[CH:22][CH:23]=[C:14]([CH2:13][C:11]2[NH:12][C:8]([C:6]3[CH:5]=[CH:4][CH:3]=[C:2]([CH3:1])[N:7]=3)=[C:9]([C:24]3[CH:25]=[C:26]4[C:31](=[CH:32][CH:33]=3)[N:30]=[CH:29][CH:28]=[CH:27]4)[N:10]=2)[CH:15]=1. The yield is 0.380. (8) The reactants are [CH3:1][O:2][C:3]1[CH:4]=[C:5]2[C:10](=[CH:11][C:12]=1[O:13][CH3:14])[N:9]=[CH:8][N:7]=[C:6]2[O:15][C:16]1[CH:22]=[CH:21][C:19]([NH2:20])=[CH:18][CH:17]=1.C1(C)C=CC=CC=1.C(N(CC)CC)C.ClC(Cl)(O[C:41](=[O:47])[O:42][C:43](Cl)(Cl)Cl)Cl.[CH3:49][O:50][C:51]1[CH:61]=[CH:60][C:54]([O:55][CH2:56][CH2:57]CO)=[CH:53][CH:52]=1. The catalyst is C(Cl)Cl. The product is [CH3:1][O:2][C:3]1[CH:4]=[C:5]2[C:10](=[CH:11][C:12]=1[O:13][CH3:14])[N:9]=[CH:8][N:7]=[C:6]2[O:15][C:16]1[CH:22]=[CH:21][C:19]([NH:20][C:41](=[O:47])[O:42][CH2:43][CH2:57][CH2:56][O:55][C:54]2[CH:60]=[CH:61][C:51]([O:50][CH3:49])=[CH:52][CH:53]=2)=[CH:18][CH:17]=1. The yield is 0.620. (9) The reactants are [C:1]([C:3]12[CH2:10][C:7]([NH:11][C:12](=[O:18])[O:13][C:14]([CH3:17])([CH3:16])[CH3:15])([CH2:8][CH2:9]1)[CH2:6][CH2:5][CH2:4]2)#[CH:2].Cl[C:20]1[CH:25]=[CH:24][CH:23]=[CH:22][N:21]=1. The catalyst is C(#N)C.C(OCC)(=O)C.C1C=CC([P]([Pd]([P](C2C=CC=CC=2)(C2C=CC=CC=2)C2C=CC=CC=2)([P](C2C=CC=CC=2)(C2C=CC=CC=2)C2C=CC=CC=2)[P](C2C=CC=CC=2)(C2C=CC=CC=2)C2C=CC=CC=2)(C2C=CC=CC=2)C2C=CC=CC=2)=CC=1.[Cu]I. The product is [N:21]1[CH:22]=[CH:23][CH:24]=[CH:25][C:20]=1[C:2]#[C:1][C:3]12[CH2:10][C:7]([NH:11][C:12](=[O:18])[O:13][C:14]([CH3:15])([CH3:17])[CH3:16])([CH2:8][CH2:9]1)[CH2:6][CH2:5][CH2:4]2. The yield is 0.760. (10) The reactants are C[O:2][C:3](=O)[C:4]1[CH:9]=[C:8]([O:10][CH3:11])[C:7]([Cl:12])=[N:6][CH:5]=1.[H-].[H-].[H-].[H-].[Li+].[Al+3]. The catalyst is C1COCC1. The product is [Cl:12][C:7]1[N:6]=[CH:5][C:4]([CH2:3][OH:2])=[CH:9][C:8]=1[O:10][CH3:11]. The yield is 0.840.